This data is from Retrosynthesis with 50K atom-mapped reactions and 10 reaction types from USPTO. The task is: Predict the reactants needed to synthesize the given product. (1) The reactants are: CCOC(=O)c1ncc2cc(Br)sc2c1O.OB(O)c1cccc(C(F)(F)F)c1. Given the product CCOC(=O)c1ncc2cc(-c3cccc(C(F)(F)F)c3)sc2c1O, predict the reactants needed to synthesize it. (2) The reactants are: COC(=O)c1ccc(C(N)=S)cc1.O=C(CBr)c1ccc(C(F)(F)F)cc1. Given the product COC(=O)c1ccc(-c2nc(-c3ccc(C(F)(F)F)cc3)cs2)cc1, predict the reactants needed to synthesize it. (3) Given the product C[N+](C)(C)CCCCc1ccccc1, predict the reactants needed to synthesize it. The reactants are: CI.CN(C)CCCCc1ccccc1. (4) The reactants are: CC(C)(C)OC(=O)N1[C@H](C=O)[C@H]2CC[C@@H]1C2.NCc1ccccc1. Given the product CC(C)(C)OC(=O)N1[C@H](CNCc2ccccc2)[C@H]2CC[C@@H]1C2, predict the reactants needed to synthesize it.